From a dataset of Full USPTO retrosynthesis dataset with 1.9M reactions from patents (1976-2016). Predict the reactants needed to synthesize the given product. (1) Given the product [Cl:17][C:9]1[CH:8]=[C:7]([C:4]2[S:3][C:2]([C:26]3[CH:31]=[CH:30][N:29]=[C:28]4[N:32]([CH2:35][CH2:36][C:37]([O:39][CH2:40][CH3:41])=[O:38])[CH:33]=[CH:34][C:27]=34)=[N:6][N:5]=2)[CH:12]=[CH:11][C:10]=1[O:13][CH:14]([CH3:16])[CH3:15], predict the reactants needed to synthesize it. The reactants are: Br[C:2]1[S:3][C:4]([C:7]2[CH:12]=[CH:11][C:10]([O:13][CH:14]([CH3:16])[CH3:15])=[C:9]([Cl:17])[CH:8]=2)=[N:5][N:6]=1.CC1(C)C(C)(C)OB([C:26]2[CH:31]=[CH:30][N:29]=[C:28]3[N:32]([CH2:35][CH2:36][C:37]([O:39][CH2:40][CH3:41])=[O:38])[CH:33]=[CH:34][C:27]=23)O1.C([O-])([O-])=O.[Cs+].[Cs+].O. (2) Given the product [CH3:13][O:12][C:3]1[CH:2]=[C:10]([CH3:11])[CH:9]=[CH:8][C:4]=1[C:5]([O:7][CH3:16])=[O:6], predict the reactants needed to synthesize it. The reactants are: C[C:2]1[C:3]([O:12][CH3:13])=[C:4]([CH:8]=[CH:9][C:10]=1[CH3:11])[C:5]([OH:7])=[O:6].CI.[C:16](=O)([O-])[O-].[K+].[K+]. (3) Given the product [CH3:1][O:2][C:3]1[CH:4]=[CH:5][C:6]([N:9]2[CH2:10][CH2:11][CH:12]([C:15]3[C:20]([O:21][CH3:22])=[CH:19][C:18]([O:23][CH3:24])=[CH:17][C:16]=3[O:25][CH3:26])[CH:13]([OH:36])[CH2:14]2)=[CH:7][CH:8]=1, predict the reactants needed to synthesize it. The reactants are: [CH3:1][O:2][C:3]1[CH:8]=[CH:7][C:6]([N:9]2[CH2:14][CH:13]=[C:12]([C:15]3[C:20]([O:21][CH3:22])=[CH:19][C:18]([O:23][CH3:24])=[CH:17][C:16]=3[O:25][CH3:26])[CH2:11][CH2:10]2)=[CH:5][CH:4]=1.[BH4-].[Na+].B(F)(F)F.C1C[O:36]CC1. (4) Given the product [Cl:1][C:2]1[CH:9]=[CH:8][C:5]([CH:6]=[C:18]([N+:15]([O-:17])=[O:16])[CH3:19])=[CH:4][CH:3]=1, predict the reactants needed to synthesize it. The reactants are: [Cl:1][C:2]1[CH:9]=[CH:8][C:5]([CH:6]=O)=[CH:4][CH:3]=1.C([O-])(=O)C.[NH4+].[N+:15]([CH2:18][CH3:19])([O-:17])=[O:16]. (5) Given the product [NH:21]1[CH2:22][CH2:23][CH:18]([N:17]2[C:16]3[CH:31]=[CH:32][CH:33]=[CH:34][C:15]=3[N:14]=[C:13]2[C@@H:11]([NH:10][C:9]2[N:1]=[CH:2][N:3]=[C:4]3[C:8]=2[N:7]=[CH:6][NH:5]3)[CH3:12])[CH2:19][CH2:20]1, predict the reactants needed to synthesize it. The reactants are: [N:1]1[C:9]([NH:10][C@H:11]([C:13]2[N:17]([CH:18]3[CH2:23][CH2:22][N:21](C(OC(C)(C)C)=O)[CH2:20][CH2:19]3)[C:16]3[CH:31]=[CH:32][CH:33]=[CH:34][C:15]=3[N:14]=2)[CH3:12])=[C:8]2[C:4]([NH:5][CH:6]=[N:7]2)=[N:3][CH:2]=1.C(O)(C(F)(F)F)=O. (6) Given the product [Br:16][CH2:2][C:3]1[C:4]([CH3:14])=[N+:5]([O-:13])[C:6]([C:9]([F:12])([F:11])[F:10])=[CH:7][CH:8]=1, predict the reactants needed to synthesize it. The reactants are: O[CH2:2][C:3]1[C:4]([CH3:14])=[N+:5]([O-:13])[C:6]([C:9]([F:12])([F:11])[F:10])=[CH:7][CH:8]=1.C(Br)(Br)(Br)[Br:16].C1C=CC(P(C2C=CC=CC=2)C2C=CC=CC=2)=CC=1. (7) Given the product [CH3:3][N:2]([CH:4]=[N:5][S:6]([C:9]1[CH:14]=[CH:13][C:12]([CH:15]=[O:16])=[C:11]([F:17])[CH:10]=1)(=[O:8])=[O:7])[CH3:1], predict the reactants needed to synthesize it. The reactants are: [CH3:1][N:2]([CH:4]=[N:5][S:6]([C:9]1[CH:14]=[CH:13][C:12]([CH2:15][OH:16])=[C:11]([F:17])[CH:10]=1)(=[O:8])=[O:7])[CH3:3].